Dataset: Full USPTO retrosynthesis dataset with 1.9M reactions from patents (1976-2016). Task: Predict the reactants needed to synthesize the given product. (1) Given the product [F:26][C:23]1[CH:22]=[CH:21][C:20]([C:3]2[C:4]3[N:8]=[C:7]([CH2:9][C:10]([OH:13])([CH3:11])[CH3:12])[N:6]([CH3:14])[C:5]=3[CH:15]=[C:16]([C:17]([NH:36][C@@H:34]([C:32]3[O:31][N:30]=[C:29]([CH3:28])[N:33]=3)[CH3:35])=[O:18])[CH:2]=2)=[CH:25][CH:24]=1, predict the reactants needed to synthesize it. The reactants are: C[C:2]1[C:16]([C:17](O)=[O:18])=[CH:15][C:5]2[N:6]([CH3:14])[C:7]([CH2:9][C:10]([OH:13])([CH3:12])[CH3:11])=[N:8][C:4]=2[C:3]=1[C:20]1[CH:25]=[CH:24][C:23]([F:26])=[CH:22][CH:21]=1.Cl.[CH3:28][C:29]1[N:33]=[C:32]([C@H:34]([NH2:36])[CH3:35])[O:31][N:30]=1.ON1C2N=CC=CC=2N=N1.C(N=C=NCCCN(C)C)C.C(N(CC)CC)C. (2) Given the product [O:16]=[C:15]1[C:14]2[C:9](=[CH:10][CH:11]=[CH:12][CH:13]=2)[C:8](=[O:17])[N:7]1[CH2:6][C:2]1[S:1][C:5]([S:19]([Cl:18])(=[O:21])=[O:20])=[CH:4][CH:3]=1, predict the reactants needed to synthesize it. The reactants are: [S:1]1[CH:5]=[CH:4][CH:3]=[C:2]1[CH2:6][N:7]1[C:15](=[O:16])[C:14]2[C:9](=[CH:10][CH:11]=[CH:12][CH:13]=2)[C:8]1=[O:17].[Cl:18][S:19](O)(=[O:21])=[O:20]. (3) The reactants are: C(NC(C)C)(C)C.[NH2:8][CH2:9][CH:10]([OH:13])[CH2:11][OH:12].F[P-](F)(F)(F)(F)F.N1([O:30][P+](N(C)C)(N(C)C)N(C)C)C2C=CC=CC=2N=N1.[CH3:41][C:42]1[CH:43]=[C:44]([C:59]2[CH:60]=[C:61]([C:65](O)=[O:66])[CH:62]=[N:63][CH:64]=2)[CH:45]=[C:46]([NH:48][C:49]2[N:54]=[C:53]([C:55]([F:58])([F:57])[F:56])[CH:52]=[CH:51][N:50]=2)[CH:47]=1.[OH2:68]. Given the product [OH:13][CH:10]([CH2:11][OH:12])[CH2:9][NH:8][C:65]([C:61]1[CH:62]=[N:63][CH:64]=[C:59]([C:44]2[CH:45]=[C:46]([NH:48][C:49]3[N:54]=[C:53]([C:55]([F:58])([F:56])[F:57])[CH:52]=[CH:51][N:50]=3)[CH:47]=[C:42]([CH3:41])[CH:43]=2)[CH:60]=1)=[O:66].[C:53]([OH:30])([C:55]([F:58])([F:57])[F:56])=[O:68], predict the reactants needed to synthesize it. (4) The reactants are: O=S(Cl)Cl.[CH2:5]([O:12][C:13]1[CH:21]=[CH:20][C:19]([C:22]2[NH:43][C:25]3=[N:26][CH:27]=[C:28]([CH:30]4[CH2:35][CH2:34][N:33]([C:36]([O:38][C:39]([CH3:42])([CH3:41])[CH3:40])=[O:37])[CH2:32][CH2:31]4)[CH:29]=[C:24]3[N:23]=2)=[CH:18][C:14]=1[C:15](O)=[O:16])[C:6]1[CH:11]=[CH:10][CH:9]=[CH:8][CH:7]=1.C[N:45](C=O)C.[OH-].[NH4+]. Given the product [CH2:5]([O:12][C:13]1[CH:21]=[CH:20][C:19]([C:22]2[NH:43][C:25]3=[N:26][CH:27]=[C:28]([CH:30]4[CH2:31][CH2:32][N:33]([C:36]([O:38][C:39]([CH3:41])([CH3:42])[CH3:40])=[O:37])[CH2:34][CH2:35]4)[CH:29]=[C:24]3[N:23]=2)=[CH:18][C:14]=1[C:15](=[O:16])[NH2:45])[C:6]1[CH:11]=[CH:10][CH:9]=[CH:8][CH:7]=1, predict the reactants needed to synthesize it. (5) The reactants are: [Cl:1][C:2]1[C:3]([O:12][C:13]2[CH:18]=[C:17]([O:19][CH2:20][CH2:21][O:22][CH3:23])[CH:16]=[CH:15][C:14]=2[CH2:24][C:25]([CH3:30])([CH3:29])[C:26](O)=[O:27])=[N:4][CH:5]=[C:6]([C:8]([F:11])([F:10])[F:9])[CH:7]=1.[CH2:31]([S:36]([NH2:39])(=[O:38])=[O:37])[CH2:32][CH2:33][CH2:34][CH3:35].N12CCCN=C1CCCCC2.Cl. Given the product [Cl:1][C:2]1[C:3]([O:12][C:13]2[CH:18]=[C:17]([O:19][CH2:20][CH2:21][O:22][CH3:23])[CH:16]=[CH:15][C:14]=2[CH2:24][C:25]([CH3:30])([CH3:29])[C:26]([NH:39][S:36]([CH2:31][CH2:32][CH2:33][CH2:34][CH3:35])(=[O:38])=[O:37])=[O:27])=[N:4][CH:5]=[C:6]([C:8]([F:9])([F:11])[F:10])[CH:7]=1, predict the reactants needed to synthesize it. (6) Given the product [OH:40][C:41]1[CH:46]=[CH:45][CH:44]=[CH:43][C:42]=1[C:2]1[CH:3]=[C:4]([CH:8]([NH:14][C:15]([C@@H:17]2[CH2:22][CH2:21][CH2:20][N:19]([C:23](=[O:39])[CH2:24][CH2:25][CH:26]3[CH2:27][CH2:28][N:29]([C:32]([O:34][C:35]([CH3:36])([CH3:38])[CH3:37])=[O:33])[CH2:30][CH2:31]3)[CH2:18]2)=[O:16])[CH2:9][C:10]([O:12][CH3:13])=[O:11])[CH:5]=[N:6][CH:7]=1, predict the reactants needed to synthesize it. The reactants are: Br[C:2]1[CH:3]=[C:4]([CH:8]([NH:14][C:15]([C@@H:17]2[CH2:22][CH2:21][CH2:20][N:19]([C:23](=[O:39])[CH2:24][CH2:25][CH:26]3[CH2:31][CH2:30][N:29]([C:32]([O:34][C:35]([CH3:38])([CH3:37])[CH3:36])=[O:33])[CH2:28][CH2:27]3)[CH2:18]2)=[O:16])[CH2:9][C:10]([O:12][CH3:13])=[O:11])[CH:5]=[N:6][CH:7]=1.[OH:40][C:41]1[CH:46]=[CH:45][CH:44]=[CH:43][C:42]=1B(O)O.[F-].[K+]. (7) Given the product [O:22]=[C:17]1[C:11]2[C:12]([C:13]([O:15][CH2:23][CH3:24])=[O:14])=[CH:8][O:9][C:10]=2[CH2:20][CH:19]([CH3:21])[CH2:18]1, predict the reactants needed to synthesize it. The reactants are: CS(Cl)(=O)=O.C([CH:8]1[C:12](O)([C:13]([OH:15])=[O:14])[C:11]2[C:17](=[O:22])[CH2:18][CH:19]([CH3:21])[CH2:20][C:10]=2[O:9]1)C.[CH2:23](N(CC)CC)[CH3:24].[OH-].[Na+].